From a dataset of Catalyst prediction with 721,799 reactions and 888 catalyst types from USPTO. Predict which catalyst facilitates the given reaction. (1) Reactant: [CH:1]1([C:7]2[CH:20]=[CH:19][C:10]([O:11][CH2:12][C@H:13]3[O:17][C:16]([NH2:18])=[N:15][CH2:14]3)=[CH:9][CH:8]=2)[CH2:6][CH2:5][CH2:4][CH2:3][CH2:2]1.C([O:23][C:24](=O)[C:25]#[C:26][CH2:27][S:28][CH2:29][CH3:30])C. Product: [CH:1]1([C:7]2[CH:20]=[CH:19][C:10]([O:11][CH2:12][C@H:13]3[O:17][C:16]4=[N:18][C:24](=[O:23])[CH:25]=[C:26]([CH2:27][S:28][CH2:29][CH3:30])[N:15]4[CH2:14]3)=[CH:9][CH:8]=2)[CH2:2][CH2:3][CH2:4][CH2:5][CH2:6]1. The catalyst class is: 107. (2) Reactant: [CH2:1]([C:4]1[CH:9]=[CH:8][C:7]([Br:10])=[CH:6][CH:5]=1)[CH:2]=[CH2:3].[OH-].[Na+].OO.CC[O:17]CC. Product: [Br:10][C:7]1[CH:8]=[CH:9][C:4]([CH2:1][CH2:2][CH2:3][OH:17])=[CH:5][CH:6]=1. The catalyst class is: 1. (3) Reactant: [N:1]1[CH:6]=[CH:5][CH:4]=[CH:3][C:2]=1[N:7]1[CH2:11][CH2:10][NH:9][C:8]1=[O:12].Br[CH2:14][C:15]([O:17][C:18]([CH3:21])([CH3:20])[CH3:19])=[O:16].[H-].[Na+]. Product: [O:12]=[C:8]1[N:7]([C:2]2[CH:3]=[CH:4][CH:5]=[CH:6][N:1]=2)[CH2:11][CH2:10][N:9]1[CH2:14][C:15]([O:17][C:18]([CH3:21])([CH3:20])[CH3:19])=[O:16]. The catalyst class is: 3.